Dataset: Peptide-MHC class I binding affinity with 185,985 pairs from IEDB/IMGT. Task: Regression. Given a peptide amino acid sequence and an MHC pseudo amino acid sequence, predict their binding affinity value. This is MHC class I binding data. The peptide sequence is SEIWRDIDF. The MHC is Mamu-A11 with pseudo-sequence Mamu-A11. The binding affinity (normalized) is 0.357.